This data is from NCI-60 drug combinations with 297,098 pairs across 59 cell lines. The task is: Regression. Given two drug SMILES strings and cell line genomic features, predict the synergy score measuring deviation from expected non-interaction effect. (1) Synergy scores: CSS=50.5, Synergy_ZIP=-0.554, Synergy_Bliss=-0.962, Synergy_Loewe=-66.6, Synergy_HSA=-0.300. Drug 2: C1=CN(C=N1)CC(O)(P(=O)(O)O)P(=O)(O)O. Cell line: MCF7. Drug 1: CC=C1C(=O)NC(C(=O)OC2CC(=O)NC(C(=O)NC(CSSCCC=C2)C(=O)N1)C(C)C)C(C)C. (2) Drug 1: CN(C)C1=NC(=NC(=N1)N(C)C)N(C)C. Drug 2: COC1=NC(=NC2=C1N=CN2C3C(C(C(O3)CO)O)O)N. Cell line: SN12C. Synergy scores: CSS=2.50, Synergy_ZIP=-1.01, Synergy_Bliss=0.304, Synergy_Loewe=-1.32, Synergy_HSA=-0.683. (3) Cell line: NCIH23. Drug 2: CC12CCC3C(C1CCC2OP(=O)(O)O)CCC4=C3C=CC(=C4)OC(=O)N(CCCl)CCCl.[Na+]. Drug 1: C1=C(C(=O)NC(=O)N1)N(CCCl)CCCl. Synergy scores: CSS=13.1, Synergy_ZIP=-1.83, Synergy_Bliss=-3.67, Synergy_Loewe=-29.9, Synergy_HSA=-3.34.